From a dataset of Reaction yield outcomes from USPTO patents with 853,638 reactions. Predict the reaction yield, written as a fraction of the theoretical maximum amount of product (1.0 means a 100% yield; for example, 0.34 means a 34% yield). (1) The reactants are FC(F)(F)S(O[C:7]1[CH:15]=[CH:14][CH:13]=[C:12]2[C:8]=1[C:9]1[CH:19]=[C:18]([Cl:20])[CH:17]=[N:16][C:10]=1[NH:11]2)(=O)=O.[F:23][C:24]1[CH:29]=[CH:28][C:27](B(O)O)=[CH:26][CH:25]=1.C(=O)([O-])[O-].[Na+].[Na+].Cl. The catalyst is C(O)C.O.C1(C)C=CC=CC=1. The product is [Cl:20][C:18]1[CH:17]=[N:16][C:10]2[NH:11][C:12]3[C:8]([C:9]=2[CH:19]=1)=[C:7]([C:27]1[CH:28]=[CH:29][C:24]([F:23])=[CH:25][CH:26]=1)[CH:15]=[CH:14][CH:13]=3. The yield is 0.590. (2) The reactants are [CH3:1][N:2]1[C:6]([C:7](=[N:13][O:14][CH2:15][C:16]2[N:21]=[C:20]([N:22]3C(=O)C4C(=CC=CC=4)C3=O)[CH:19]=[CH:18][CH:17]=2)[C:8]2[CH:12]=[CH:11][S:10][CH:9]=2)=[CH:5][N:4]=[CH:3]1.O.NN. The catalyst is O1CCCC1. The product is [CH3:1][N:2]1[C:6]([C:7](=[N:13][O:14][CH2:15][C:16]2[N:21]=[C:20]([NH2:22])[CH:19]=[CH:18][CH:17]=2)[C:8]2[CH:12]=[CH:11][S:10][CH:9]=2)=[CH:5][N:4]=[CH:3]1. The yield is 0.600. (3) The reactants are [C:1](Cl)(=[O:6])[C:2]([CH3:5])([CH3:4])[CH3:3].[NH2:8][C:9]1[CH:10]=[C:11]([OH:15])[CH:12]=[CH:13][CH:14]=1.C(=O)([O-])[O-].[Na+].[Na+]. The catalyst is C(OCC)(=O)C.O. The product is [OH:15][C:11]1[CH:10]=[C:9]([NH:8][C:1](=[O:6])[C:2]([CH3:5])([CH3:4])[CH3:3])[CH:14]=[CH:13][CH:12]=1. The yield is 0.900. (4) The reactants are [Br:1][C:2]1[C:7]([CH3:8])=[N:6][N:5]2[C:9]([C:13]3[S:17][C:16]([N:18]4[CH2:23][CH2:22][O:21][CH2:20][CH2:19]4)=[N:15][C:14]=3[CH3:24])=[C:10]([CH3:12])[N:11]=[C:4]2[C:3]=1[CH:25]([CH2:28][CH3:29])[CH2:26][CH3:27].[Li][CH2:31]CCC.CCCCCC.IC. The catalyst is CCOCC. The product is [Br:1][C:2]1([CH3:31])[C:7]([CH3:8])=[N:6][N:5]2[CH:9]([C:13]3[S:17][C:16]([N:18]4[CH2:23][CH2:22][O:21][CH2:20][CH2:19]4)=[N:15][C:14]=3[CH3:24])[C:10]([CH3:12])=[N:11][C:4]2=[C:3]1[CH:25]([CH2:28][CH3:29])[CH2:26][CH3:27]. The yield is 0.690.